From a dataset of Forward reaction prediction with 1.9M reactions from USPTO patents (1976-2016). Predict the product of the given reaction. Given the reactants [CH2:1]([N:8]([CH3:12])[CH2:9][CH2:10]O)[C:2]1[CH:7]=[CH:6][CH:5]=[CH:4][CH:3]=1.O=S(Cl)[Cl:15], predict the reaction product. The product is: [Cl-:15].[CH2:1]([NH+:8]([CH3:12])[CH2:9][CH2:10][Cl:15])[C:2]1[CH:7]=[CH:6][CH:5]=[CH:4][CH:3]=1.